Predict the reactants needed to synthesize the given product. From a dataset of Full USPTO retrosynthesis dataset with 1.9M reactions from patents (1976-2016). (1) Given the product [NH2:35][C:34]1[C:25]([C:23]([NH:22][C:17]2[CH:18]=[N:19][CH:20]=[CH:21][C:16]=2[N:11]2[CH2:12][C@H:13]([CH3:15])[CH2:14][C@H:9]([NH:8][C:6](=[O:7])[O:5][C:1]([CH3:4])([CH3:3])[CH3:2])[CH2:10]2)=[O:24])=[N:26][C:27]2[C:32]([CH:33]=1)=[CH:31][CH:30]=[C:29]([CH:46]1[CH2:51][CH2:50][N:49]([CH3:52])[CH2:48][CH2:47]1)[CH:28]=2, predict the reactants needed to synthesize it. The reactants are: [C:1]([O:5][C:6]([NH:8][C@H:9]1[CH2:14][C@@H:13]([CH3:15])[CH2:12][N:11]([C:16]2[CH:21]=[CH:20][N:19]=[CH:18][C:17]=2[NH:22][C:23]([C:25]2[C:34]([NH:35]C(=O)OCC3C=CC=CC=3)=[CH:33][C:32]3[C:27](=[CH:28][C:29]([C:46]4[CH2:47][CH2:48][N:49]([CH3:52])[CH2:50][CH:51]=4)=[CH:30][CH:31]=3)[N:26]=2)=[O:24])[CH2:10]1)=[O:7])([CH3:4])([CH3:3])[CH3:2]. (2) Given the product [Cl:17][C:18]1[CH:26]=[CH:25][C:21]([C:22]2[O:14][C:13]([C:3]3[C:4]([C:7]4[CH:12]=[CH:11][CH:10]=[CH:9][CH:8]=4)=[N:5][O:6][C:2]=3[CH3:1])=[N:15][N:16]=2)=[CH:20][N:19]=1, predict the reactants needed to synthesize it. The reactants are: [CH3:1][C:2]1[O:6][N:5]=[C:4]([C:7]2[CH:12]=[CH:11][CH:10]=[CH:9][CH:8]=2)[C:3]=1[C:13]([NH:15][NH2:16])=[O:14].[Cl:17][C:18]1[CH:26]=[CH:25][C:21]([C:22](O)=O)=[CH:20][N:19]=1.[Cl-].ClC1N(C)C=C[N+]=1C.C(N(CC)C(C)C)(C)C. (3) Given the product [CH3:28][C:22]([S:19]([CH3:18])(=[O:20])=[O:21])([CH2:2][CH2:3][C:4]1[CH:9]=[CH:8][C:7]([CH2:10][O:11][C:12]2[CH:17]=[CH:16][CH:15]=[CH:14][CH:13]=2)=[CH:6][CH:5]=1)[C:23]([O:25][CH2:26][CH3:27])=[O:24], predict the reactants needed to synthesize it. The reactants are: I[CH2:2][CH2:3][C:4]1[CH:9]=[CH:8][C:7]([CH2:10][O:11][C:12]2[CH:17]=[CH:16][CH:15]=[CH:14][CH:13]=2)=[CH:6][CH:5]=1.[CH3:18][S:19]([CH:22]([CH3:28])[C:23]([O:25][CH2:26][CH3:27])=[O:24])(=[O:21])=[O:20]. (4) Given the product [Br:1][C:2]1[CH:3]=[CH:4][C:5]2[S:9][C:8]([C:25]3([OH:27])[C:24]4[C:19](=[CH:20][CH:21]=[CH:22][CH:23]=4)[CH2:18][N:17]([CH3:16])[CH2:26]3)=[CH:7][C:6]=2[CH:10]=1, predict the reactants needed to synthesize it. The reactants are: [Br:1][C:2]1[CH:3]=[CH:4][C:5]2[S:9][CH:8]=[CH:7][C:6]=2[CH:10]=1.C([Li])(C)(C)C.[CH3:16][N:17]1[CH2:26][C:25](=[O:27])[C:24]2[C:19](=[CH:20][CH:21]=[CH:22][CH:23]=2)[CH2:18]1.